From a dataset of Catalyst prediction with 721,799 reactions and 888 catalyst types from USPTO. Predict which catalyst facilitates the given reaction. (1) Reactant: [Cl:1]CCl.[C:4]([NH:8][C:9](=[O:37])[O:10][CH:11]1[CH2:18][CH:17]2[CH:13]([CH2:14][CH:15]([N:19](C(OC(C)(C)C)=O)[CH2:20][C:21]([N:23]3[CH2:27][CH2:26][CH2:25][CH:24]3[C:28]#[N:29])=[O:22])[CH2:16]2)[CH2:12]1)([CH3:7])([CH3:6])[CH3:5].Cl. Product: [ClH:1].[C:4]([NH:8][C:9](=[O:37])[O:10][CH:11]1[CH2:18][CH:17]2[CH:13]([CH2:14][CH:15]([NH:19][CH2:20][C:21]([N:23]3[CH2:27][CH2:26][CH2:25][CH:24]3[C:28]#[N:29])=[O:22])[CH2:16]2)[CH2:12]1)([CH3:7])([CH3:5])[CH3:6]. The catalyst class is: 28. (2) Reactant: [CH3:1][S:2]([NH:5][C:6]1[CH:11]=[CH:10][C:9]([OH:12])=[CH:8][CH:7]=1)(=[O:4])=[O:3].C([O-])(=O)C.C([O-])(=O)C.C([O-])(=O)C.C([O-])(=O)C.[Pb+4].C(O)CO. Product: [O:12]=[C:9]1[CH:10]=[CH:11][C:6](=[N:5][S:2]([CH3:1])(=[O:4])=[O:3])[CH:7]=[CH:8]1. The catalyst class is: 15. (3) Reactant: [OH:1][C:2]1[CH:10]=[CH:9][C:8]([C:11]2[N:12]([C:27]([O:29][C:30]([CH3:33])([CH3:32])[CH3:31])=[O:28])[C:13]3[C:18]([CH:19]=2)=[CH:17][C:16]([CH2:20][N:21]2[CH2:26][CH2:25][CH2:24][CH2:23][CH2:22]2)=[CH:15][CH:14]=3)=[C:7]2[C:3]=1[CH2:4][NH:5][C:6]2=[O:34].C1(P(C2C=CC=CC=2)C2C=CC=CC=2)C=CC=CC=1.[CH3:54][N:55]([CH3:59])[CH2:56][CH2:57]O.CCOC(/N=N/C(OCC)=O)=O.C1(C)C=CC=CC=1. Product: [CH3:54][N:55]([CH3:59])[CH2:56][CH2:57][O:1][C:2]1[CH:10]=[CH:9][C:8]([C:11]2[N:12]([C:27]([O:29][C:30]([CH3:31])([CH3:33])[CH3:32])=[O:28])[C:13]3[C:18]([CH:19]=2)=[CH:17][C:16]([CH2:20][N:21]2[CH2:26][CH2:25][CH2:24][CH2:23][CH2:22]2)=[CH:15][CH:14]=3)=[C:7]2[C:3]=1[CH2:4][NH:5][C:6]2=[O:34]. The catalyst class is: 20. (4) Reactant: [C:1]([O:5][C:6]1[CH:14]=[C:13]2[C:9]([CH:10]=[C:11]([C:15]([CH3:18])([CH3:17])[CH3:16])[NH:12]2)=[CH:8][C:7]=1[N+:19]([O-])=O)([CH3:4])([CH3:3])[CH3:2]. Product: [C:1]([O:5][C:6]1[CH:14]=[C:13]2[C:9]([CH:10]=[C:11]([C:15]([CH3:18])([CH3:17])[CH3:16])[NH:12]2)=[CH:8][C:7]=1[NH2:19])([CH3:4])([CH3:3])[CH3:2]. The catalyst class is: 94. (5) Reactant: [CH3:1][N:2]1[C:11]2[C:6](=[CH:7][CH:8]=[CH:9][CH:10]=2)[N:5]=[C:4]([C:12]([OH:14])=[O:13])[C:3]1=[O:15].C(Cl)(=O)C(Cl)=O.[C:22]1(=O)[CH2:27][CH2:26][CH2:25][C:24](=[O:28])[CH2:23]1.C(N(CC)CC)C. Product: [CH3:1][N:2]1[C:11]2[C:6](=[CH:7][CH:8]=[CH:9][CH:10]=2)[N:5]=[C:4]([C:12]([O:14][C:22]2[CH2:27][CH2:26][CH2:25][C:24](=[O:28])[CH:23]=2)=[O:13])[C:3]1=[O:15]. The catalyst class is: 120. (6) Reactant: [F:1][C:2]([F:48])([F:47])[C:3]1[CH:4]=[C:5]([CH:44]=[CH:45][CH:46]=1)[CH2:6][NH:7][C:8]([C:10]1[CH:15]=[CH:14][N:13]=[C:12]([C:16]2[CH:21]=[C:20]([O:22][CH2:23]C(F)(F)F)[CH:19]=[CH:18][C:17]=2[NH:28][C:29]([C:31]2[CH:32]=[C:33]([CH:41]=[CH:42][CH:43]=2)[CH2:34][S:35][CH2:36][CH2:37][C:38]([OH:40])=[O:39])=[O:30])[CH:11]=1)=[O:9]. Product: [CH3:23][O:22][C:20]1[CH:19]=[CH:18][C:17]([NH:28][C:29]([C:31]2[CH:32]=[C:33]([CH:41]=[CH:42][CH:43]=2)[CH2:34][S:35][CH2:36][CH2:37][C:38]([OH:40])=[O:39])=[O:30])=[C:16]([C:12]2[CH:11]=[C:10]([C:8](=[O:9])[NH:7][CH2:6][C:5]3[CH:44]=[CH:45][CH:46]=[C:3]([C:2]([F:48])([F:47])[F:1])[CH:4]=3)[CH:15]=[CH:14][N:13]=2)[CH:21]=1. The catalyst class is: 619.